From a dataset of Reaction yield outcomes from USPTO patents with 853,638 reactions. Predict the reaction yield, written as a fraction of the theoretical maximum amount of product (1.0 means a 100% yield; for example, 0.34 means a 34% yield). (1) No catalyst specified. The yield is 0.830. The reactants are [F:1][C:2]([F:20])([F:19])[C:3](O)=[CH:4][C:5]([C:7]1[CH:17]=[CH:16][C:10]2[O:11][CH2:12][C:13](=[O:15])[NH:14][C:9]=2[CH:8]=1)=O.Cl.[C:22]1([CH3:30])[CH:27]=[CH:26][C:25]([NH:28][NH2:29])=[CH:24][CH:23]=1. The product is [C:22]1([CH3:30])[CH:27]=[CH:26][C:25]([N:28]2[C:5]([C:7]3[CH:17]=[CH:16][C:10]4[O:11][CH2:12][C:13](=[O:15])[NH:14][C:9]=4[CH:8]=3)=[CH:4][C:3]([C:2]([F:20])([F:19])[F:1])=[N:29]2)=[CH:24][CH:23]=1. (2) The product is [OH:2][C:3]1[CH:4]=[CH:5][C:6]([C:9]2[N:14]=[C:13]3[N:15]([CH2:19][CH:20]4[CH2:24][CH2:23][CH2:22][NH:21]4)[C:16](=[O:18])[NH:17][C:12]3=[N:11][CH:10]=2)=[CH:7][CH:8]=1. The catalyst is O1CCOCC1. The yield is 0.610. The reactants are Cl.[OH:2][C:3]1[CH:8]=[CH:7][C:6]([C:9]2[N:14]=[C:13]3[N:15]([CH2:19][CH:20]4[CH2:24][CH2:23][CH2:22][NH:21]4)[C:16](=[O:18])[NH:17][C:12]3=[N:11][CH:10]=2)=[CH:5][CH:4]=1.Cl. (3) The reactants are CS(O[CH:6]([C:12]1[S:13][CH:14]=[CH:15][CH:16]=1)[C:7]([O:9][CH2:10][CH3:11])=[O:8])(=O)=O.[NH2:17][C:18]1[CH:23]=[CH:22][CH:21]=[CH:20][CH:19]=1.CCN(C(C)C)C(C)C. The catalyst is C(#N)C. The product is [C:18]1([NH:17][CH:6]([C:12]2[S:13][CH:14]=[CH:15][CH:16]=2)[C:7]([O:9][CH2:10][CH3:11])=[O:8])[CH:23]=[CH:22][CH:21]=[CH:20][CH:19]=1. The yield is 0.770. (4) The reactants are [OH:1][CH2:2][C:3]1[CH:8]=[CH:7][C:6]([S:9][C:10]2[CH:11]=[N:12][CH:13]=[C:14]([CH:17]=2)[C:15]#[N:16])=[CH:5][CH:4]=1.[CH2:18]([C:20]1[C:21]([OH:30])=[C:22]([C:27](=[O:29])[CH3:28])[CH:23]=[CH:24][C:25]=1O)[CH3:19]. No catalyst specified. The product is [C:27]([C:22]1[CH:23]=[CH:24][C:25]([O:1][CH2:2][C:3]2[CH:4]=[CH:5][C:6]([S:9][C:10]3[CH:11]=[N:12][CH:13]=[C:14]([CH:17]=3)[C:15]#[N:16])=[CH:7][CH:8]=2)=[C:20]([CH2:18][CH3:19])[C:21]=1[OH:30])(=[O:29])[CH3:28]. The yield is 0.370. (5) The yield is 0.340. No catalyst specified. The product is [Cl:1][C:2]1[CH:7]=[CH:6][C:5]([C:8]2[CH:13]=[N:12][N:11]3[C:14](=[O:17])[N:15]([CH2:57][CH2:58][CH2:59][C:38]4[CH:39]=[CH:40][CH:41]=[CH:42][CH:43]=4)[N:16]=[C:10]3[C:9]=2[C:18]2[CH:23]=[CH:22][C:21]([Cl:24])=[CH:20][CH:19]=2)=[CH:4][CH:3]=1. The reactants are [Cl:1][C:2]1[CH:7]=[CH:6][C:5]([C:8]2[CH:13]=[N:12][N:11]3[C:14](=[O:17])[NH:15][N:16]=[C:10]3[C:9]=2[C:18]2[CH:23]=[CH:22][C:21]([Cl:24])=[CH:20][CH:19]=2)=[CH:4][CH:3]=1.[C:38]1(P([C:38]2[CH:43]=[CH:42][CH:41]=[CH:40][CH:39]=2)[C:38]2[CH:43]=[CH:42][CH:41]=[CH:40][CH:39]=2)[CH:43]=[CH:42][CH:41]=[CH:40][CH:39]=1.N(C(OCC)=O)=NC(OCC)=O.O1C[CH2:59][CH2:58][CH2:57]1.